Task: Predict the product of the given reaction.. Dataset: Forward reaction prediction with 1.9M reactions from USPTO patents (1976-2016) (1) Given the reactants Cl[C:2]1[C:7]2[CH:8]=[CH:9][CH:10]=[CH:11][C:6]=2[O:5][C:4](=[O:12])[N:3]=1.Cl.Cl.[NH2:15][CH:16]([CH2:29][CH:30]1[CH2:35][CH2:34][CH2:33][CH2:32][CH2:31]1)[C:17]([NH:19][C:20]1([C:27]#[N:28])[CH2:25][CH2:24][N:23]([CH3:26])[CH2:22][CH2:21]1)=[O:18], predict the reaction product. The product is: [C:27]([C:20]1([NH:19][C:17](=[O:18])[CH:16]([NH:15][C:2]2[C:7]3[CH:8]=[CH:9][CH:10]=[CH:11][C:6]=3[O:5][C:4](=[O:12])[N:3]=2)[CH2:29][CH:30]2[CH2:31][CH2:32][CH2:33][CH2:34][CH2:35]2)[CH2:21][CH2:22][N:23]([CH3:26])[CH2:24][CH2:25]1)#[N:28]. (2) Given the reactants [O:1]=[O+][O-].[CH3:4][S:5]([O:8][CH2:9][C@:10]1([CH2:43][CH:44]=C)[CH2:15][C@H:14]([C:16]2[CH:21]=[CH:20][CH:19]=[C:18]([Cl:22])[CH:17]=2)[C@@H:13]([C:23]2[CH:28]=[CH:27][C:26]([Cl:29])=[CH:25][CH:24]=2)[N:12]([C@@H:30]([CH2:40][CH3:41])[CH2:31][N:32]([CH3:39])[S:33]([CH:36]2[CH2:38][CH2:37]2)(=[O:35])=[O:34])[C:11]1=[O:42])(=[O:7])=[O:6].CSC, predict the reaction product. The product is: [CH3:4][S:5]([O:8][CH2:9][C@:10]1([CH2:43][CH:44]=[O:1])[CH2:15][C@H:14]([C:16]2[CH:21]=[CH:20][CH:19]=[C:18]([Cl:22])[CH:17]=2)[C@@H:13]([C:23]2[CH:24]=[CH:25][C:26]([Cl:29])=[CH:27][CH:28]=2)[N:12]([C@@H:30]([CH2:40][CH3:41])[CH2:31][N:32]([CH3:39])[S:33]([CH:36]2[CH2:37][CH2:38]2)(=[O:35])=[O:34])[C:11]1=[O:42])(=[O:7])=[O:6]. (3) The product is: [C:3]([O:24][CH2:22][C:17]#[C:16][C:14]([O:13][C:10]1[CH:11]=[CH:12][C:7]([Cl:6])=[CH:8][C:9]=1[F:19])([CH3:15])[CH3:18])(=[O:21])[CH3:4]. Given the reactants C([Li])C[CH2:3][CH3:4].[Cl:6][C:7]1[CH:12]=[CH:11][C:10]([O:13][C:14]([CH3:18])([C:16]#[CH:17])[CH3:15])=[C:9]([F:19])[CH:8]=1.C=[O:21].[C:22](Cl)(=[O:24])C, predict the reaction product. (4) Given the reactants Br[C:2]1[CH:3]=[C:4]([CH:29]=[CH:30][CH:31]=1)[C:5]([NH:7][C:8]1[CH:13]=[CH:12][C:11]([N:14]2[C:18]([C:19]([F:22])([F:21])[F:20])=[CH:17][C:16]([C:23]3[CH:24]=[N:25][CH:26]=[CH:27][CH:28]=3)=[N:15]2)=[CH:10][N:9]=1)=[O:6].[NH:32]1[CH2:42][CH2:41][CH:35]([C:36]([O:38][CH2:39][CH3:40])=[O:37])[CH2:34][CH2:33]1.N1CCC[C@H]1C(O)=O.C(=O)([O-])[O-].[K+].[K+], predict the reaction product. The product is: [CH2:39]([O:38][C:36]([CH:35]1[CH2:41][CH2:42][N:32]([C:2]2[CH:31]=[CH:30][CH:29]=[C:4]([C:5](=[O:6])[NH:7][C:8]3[CH:13]=[CH:12][C:11]([N:14]4[C:18]([C:19]([F:22])([F:21])[F:20])=[CH:17][C:16]([C:23]5[CH:24]=[N:25][CH:26]=[CH:27][CH:28]=5)=[N:15]4)=[CH:10][N:9]=3)[CH:3]=2)[CH2:33][CH2:34]1)=[O:37])[CH3:40].